This data is from Forward reaction prediction with 1.9M reactions from USPTO patents (1976-2016). The task is: Predict the product of the given reaction. (1) Given the reactants CC1C=CC(S(OCC2CC3C=CC=C(NC4C=CC=CC=4)C=3O2)(=O)=O)=CC=1.[N-]=[N+]=[N-].[Na+].N(CC1CC2C=C(Cl)C=C(C3C=CSC=3)C=2O1)=[N+]=[N-].[N:52]([CH2:55][CH:56]1[CH2:60][C:59]2[CH:61]=[CH:62][CH:63]=[C:64]([NH:65][C:66]3[CH:71]=[CH:70][CH:69]=[CH:68][CH:67]=3)[C:58]=2[O:57]1)=[N+]=[N-].[N-]=[N+]=[N-].C1(P(C2C=CC=CC=2)C2C=CC=CC=2)C=CC=CC=1, predict the reaction product. The product is: [NH2:52][CH2:55][CH:56]1[CH2:60][C:59]2[CH:61]=[CH:62][CH:63]=[C:64]([NH:65][C:66]3[CH:67]=[CH:68][CH:69]=[CH:70][CH:71]=3)[C:58]=2[O:57]1. (2) Given the reactants Br[C:2]1[CH:3]=[C:4]2[C:9](=[CH:10][CH:11]=1)[N:8]=[C:7]([C:12]1[CH:13]=[N:14][CH:15]=[CH:16][CH:17]=1)[N:6]=[C:5]2[OH:18].[O:19]([C:21]1[CH:22]=[C:23](B(O)O)[CH:24]=[CH:25][CH:26]=1)[CH3:20].COC1N=CC(C2C=C3C(=CC=2)N=C(C2C=NC=CC=2)N=C3NC)=CC=1, predict the reaction product. The product is: [CH3:20][O:19][C:21]1[CH:26]=[C:25]([C:2]2[CH:3]=[C:4]3[C:9](=[CH:10][CH:11]=2)[N:8]=[C:7]([C:12]2[CH:13]=[N:14][CH:15]=[CH:16][CH:17]=2)[N:6]=[C:5]3[OH:18])[CH:24]=[CH:23][CH:22]=1. (3) Given the reactants [CH3:1][O:2][C:3]1[CH:25]=[CH:24][C:6]2[C:7]([C:12]3[CH:17]=[C:16]([O:18][CH3:19])[C:15]([O:20]C)=[C:14]([O:22][CH3:23])[CH:13]=3)=[CH:8][CH2:9][CH2:10][CH2:11][C:5]=2[C:4]=1[O:26]C.O, predict the reaction product. The product is: [OH:20][C:15]1[C:14]([O:22][CH3:23])=[CH:13][C:12]([C:7]2[C:6]3[CH:24]=[CH:25][C:3]([O:2][CH3:1])=[C:4]([OH:26])[C:5]=3[CH2:11][CH2:10][CH2:9][CH:8]=2)=[CH:17][C:16]=1[O:18][CH3:19]. (4) Given the reactants [F:1][C:2]1[C:7]([CH3:8])=[CH:6][CH:5]=[CH:4][C:3]=1[CH2:9][CH2:10][CH2:11][OH:12].C1C=C[NH+]=CC=1.[O-][Cr](Cl)(=O)=O, predict the reaction product. The product is: [F:1][C:2]1[C:7]([CH3:8])=[CH:6][CH:5]=[CH:4][C:3]=1[CH2:9][CH2:10][CH:11]=[O:12]. (5) Given the reactants C(OC([N:8]1[CH2:13][CH:12]=[C:11]([C:14]#[C:15][C:16]2[CH:35]=[CH:34][C:19]3[N:20]=[C:21]([C:26]4[CH:31]=[CH:30][CH:29]=[C:28]([C:32]#[N:33])[CH:27]=4)[CH2:22][C:23](=[O:25])[NH:24][C:18]=3[CH:17]=2)[CH2:10][CH2:9]1)=O)(C)(C)C.C(O)(C(F)(F)F)=O, predict the reaction product. The product is: [O:25]=[C:23]1[CH2:22][C:21]([C:26]2[CH:27]=[C:28]([CH:29]=[CH:30][CH:31]=2)[C:32]#[N:33])=[N:20][C:19]2[CH:34]=[CH:35][C:16]([C:15]#[C:14][C:11]3[CH2:12][CH2:13][NH:8][CH2:9][CH:10]=3)=[CH:17][C:18]=2[NH:24]1. (6) Given the reactants [CH3:1][C:2]1[N:3]([CH2:8][CH2:9][NH2:10])[CH:4]=[C:5]([CH3:7])[N:6]=1.[Cl:11][C:12]1[CH:17]=[C:16]([Cl:18])[CH:15]=[CH:14][C:13]=1[CH2:19][CH2:20][CH:21]=O, predict the reaction product. The product is: [Cl:11][C:12]1[CH:17]=[C:16]([Cl:18])[CH:15]=[CH:14][C:13]=1[CH2:19][CH2:20][CH:21]1[NH:10][CH2:9][CH2:8][N:3]2[C:2]([CH3:1])=[N:6][C:5]([CH3:7])=[C:4]12.